This data is from Reaction yield outcomes from USPTO patents with 853,638 reactions. The task is: Predict the reaction yield, written as a fraction of the theoretical maximum amount of product (1.0 means a 100% yield; for example, 0.34 means a 34% yield). (1) The reactants are [C:1]([O:5][C:6](=[O:15])[NH:7][C:8]1[CH:9]=[N:10][C:11]([Cl:14])=[CH:12][CH:13]=1)([CH3:4])([CH3:3])[CH3:2].CN(CCN(C)C)C.[Li]CCCC.[C:29](=[O:31])=[O:30]. The catalyst is CCOCC. The product is [C:1]([O:5][C:6]([NH:7][C:8]1[C:13]([C:29]([OH:31])=[O:30])=[CH:12][C:11]([Cl:14])=[N:10][CH:9]=1)=[O:15])([CH3:4])([CH3:2])[CH3:3]. The yield is 0.350. (2) The reactants are C(=O)([O-])[O-].[K+].[K+].[C:7]([O:11][C:12]([NH:14][C@@:15]1([C:50]([O:52][C:53]([CH3:56])([CH3:55])[CH3:54])=[O:51])[C@H:20]([O:21][CH2:22][C:23]2[CH:28]=[CH:27][C:26]([Cl:29])=[C:25]([Cl:30])[CH:24]=2)[C@@H:19]([O:31]C(C2C=CC([N+]([O-])=O)=CC=2)=O)[C@@H:18]2[C@H:16]1[C@H:17]2[C:43]([O:45][C:46]([CH3:49])([CH3:48])[CH3:47])=[O:44])=[O:13])([CH3:10])([CH3:9])[CH3:8]. The catalyst is CO. The product is [C:7]([O:11][C:12]([NH:14][C@@:15]1([C:50]([O:52][C:53]([CH3:56])([CH3:55])[CH3:54])=[O:51])[C@H:20]([O:21][CH2:22][C:23]2[CH:28]=[CH:27][C:26]([Cl:29])=[C:25]([Cl:30])[CH:24]=2)[C@@H:19]([OH:31])[C@@H:18]2[C@H:16]1[C@H:17]2[C:43]([O:45][C:46]([CH3:48])([CH3:47])[CH3:49])=[O:44])=[O:13])([CH3:10])([CH3:8])[CH3:9]. The yield is 0.980. (3) The yield is 0.460. The product is [CH3:22][O:23][C:24]([C@H:26]1[CH2:31][CH2:30][C@H:29]([C:32]([C:15]2[C:16]([Cl:21])=[N:17][CH:18]=[CH:19][CH:20]=2)=[O:33])[CH2:28][CH2:27]1)=[O:25]. The reactants are [Cl-].[Li+].[Mg].[H-].C([Al+]CC(C)C)C(C)C.Br[C:15]1[C:16]([Cl:21])=[N:17][CH:18]=[CH:19][CH:20]=1.[CH3:22][O:23][C:24]([C@H:26]1[CH2:31][CH2:30][C@H:29]([C:32](Cl)=[O:33])[CH2:28][CH2:27]1)=[O:25]. The catalyst is O1CCCC1.[Cl-].[Zn+2].[Cl-].C1C=CC([P]([Pd]([P](C2C=CC=CC=2)(C2C=CC=CC=2)C2C=CC=CC=2)([P](C2C=CC=CC=2)(C2C=CC=CC=2)C2C=CC=CC=2)[P](C2C=CC=CC=2)(C2C=CC=CC=2)C2C=CC=CC=2)(C2C=CC=CC=2)C2C=CC=CC=2)=CC=1. (4) The reactants are [Cl-].O[NH3+:3].[C:4](=[O:7])([O-])[OH:5].[Na+].CS(C)=O.[CH2:13]([C:17]1[N:18]=[C:19]([CH3:50])[N:20]([CH2:39][C:40]2[N:44]([CH3:45])[C:43]3[CH:46]=[CH:47][CH:48]=[CH:49][C:42]=3[N:41]=2)[C:21](=[O:38])[C:22]=1[CH2:23][C:24]1[CH:29]=[CH:28][C:27]([C:30]2[C:31]([C:36]#[N:37])=[CH:32][CH:33]=[CH:34][CH:35]=2)=[CH:26][CH:25]=1)[CH2:14][CH2:15][CH3:16]. The catalyst is C(OCC)(=O)C. The product is [CH2:13]([C:17]1[N:18]=[C:19]([CH3:50])[N:20]([CH2:39][C:40]2[N:44]([CH3:45])[C:43]3[CH:46]=[CH:47][CH:48]=[CH:49][C:42]=3[N:41]=2)[C:21](=[O:38])[C:22]=1[CH2:23][C:24]1[CH:29]=[CH:28][C:27]([C:30]2[CH:35]=[CH:34][CH:33]=[CH:32][C:31]=2[C:36]2[NH:3][C:4](=[O:7])[O:5][N:37]=2)=[CH:26][CH:25]=1)[CH2:14][CH2:15][CH3:16]. The yield is 0.650. (5) The reactants are [CH3:1][O:2][C:3]1[CH:12]=[CH:11][C:10]2[NH:9][C:8](=[O:13])[C:7]3[S:14][CH:15]=[CH:16][C:6]=3[C:5]=2[C:4]=1[C:17]1[CH:32]=[CH:31][C:20]([CH2:21][CH2:22][NH:23]C(=O)OC(C)(C)C)=[CH:19][CH:18]=1.C(O)(C(F)(F)F)=O. No catalyst specified. The product is [NH2:23][CH2:22][CH2:21][C:20]1[CH:19]=[CH:18][C:17]([C:4]2[C:5]3[C:6]4[CH:16]=[CH:15][S:14][C:7]=4[C:8](=[O:13])[NH:9][C:10]=3[CH:11]=[CH:12][C:3]=2[O:2][CH3:1])=[CH:32][CH:31]=1. The yield is 0.900. (6) The reactants are [C:1]([C:3]1[CH:4]=[C:5]([CH:10]=[CH:11][C:12]=1[OH:13])[C:6]([O:8][CH3:9])=[O:7])#[N:2].C([O-])([O-])=O.[K+].[K+].C(C(N)CBr)(O[C:23](C)([CH3:25])[CH3:24])=O. The catalyst is CN(C=O)C.O. The product is [C:1]([C:3]1[CH:4]=[C:5]([CH:10]=[CH:11][C:12]=1[O:13][CH:23]([CH3:25])[CH3:24])[C:6]([O:8][CH3:9])=[O:7])#[N:2]. The yield is 0.550. (7) The reactants are Cl[C:2]1[N:7]=[C:6]([Cl:8])[N:5]=[C:4]([N:9]2[CH2:14][CH2:13][O:12][CH2:11][CH2:10]2)[N:3]=1.Cl.[CH:16]12[NH:23][CH:20]([CH2:21][CH2:22]1)[CH2:19][O:18][CH2:17]2.CCN(CC)CC. The catalyst is C(Cl)Cl. The product is [Cl:8][C:6]1[N:5]=[C:4]([N:9]2[CH2:14][CH2:13][O:12][CH2:11][CH2:10]2)[N:3]=[C:2]([N:23]2[CH:16]3[CH2:22][CH2:21][CH:20]2[CH2:19][O:18][CH2:17]3)[N:7]=1. The yield is 0.960. (8) The reactants are [C:1]([N:4]1[C:13]2[C:8](=[CH:9][CH:10]=[CH:11][CH:12]=2)[CH:7]([NH:14][C:15]2[CH:20]=[CH:19][C:18]([CH2:21][O:22][Si](C(C)(C)C)(C3C=CC=CC=3)C3C=CC=CC=3)=[CH:17][CH:16]=2)[CH2:6][CH:5]1[CH3:40])(=[O:3])[CH3:2].[F-].C([N+](CCCC)(CCCC)CCCC)CCC. The catalyst is O1CCCC1. The product is [C:1]([N:4]1[C:13]2[C:8](=[CH:9][CH:10]=[CH:11][CH:12]=2)[CH:7]([NH:14][C:15]2[CH:16]=[CH:17][C:18]([CH2:21][OH:22])=[CH:19][CH:20]=2)[CH2:6][CH:5]1[CH3:40])(=[O:3])[CH3:2]. The yield is 0.790. (9) The reactants are [Cl-].C[Al+]C.[NH2:5][C:6]1[CH:11]=[CH:10][CH:9]=[CH:8][N:7]=1.C[O:13][C:14]([C:16]1[CH:17]=[C:18]([O:26][C:27]2[CH:32]=[CH:31][C:30]([S:33]([CH3:36])(=[O:35])=[O:34])=[CH:29][CH:28]=2)[CH:19]=[C:20]2[O:24][CH:23]([CH3:25])[CH2:22][C:21]=12)=O. No catalyst specified. The product is [N:7]1[CH:8]=[CH:9][CH:10]=[CH:11][C:6]=1[NH:5][C:14]([C:16]1[CH:17]=[C:18]([O:26][C:27]2[CH:32]=[CH:31][C:30]([S:33]([CH3:36])(=[O:34])=[O:35])=[CH:29][CH:28]=2)[CH:19]=[C:20]2[O:24][CH:23]([CH3:25])[CH2:22][C:21]=12)=[O:13]. The yield is 0.530. (10) The reactants are NC(C1C=CC2C(=CC=C(O[C@H]3CC[C@H](C(C)(C)C)CC3)C=2)N=1)(C)CO.C(O)(C(F)(F)F)=O.C([O:36][C:37](=O)[C:38]([NH2:65])([C:40]1[CH:49]=[CH:48][C:47]2[C:42](=[CH:43][CH:44]=[C:45]([O:54][C@H:55]3[CH2:60][CH2:59][C@H:58]([C:61]([CH3:64])([CH3:63])[CH3:62])[CH2:57][CH2:56]3)[C:46]=2[C:50]([F:53])([F:52])[F:51])[N:41]=1)[CH3:39])C. No catalyst specified. The product is [NH2:65][C:38]([C:40]1[CH:49]=[CH:48][C:47]2[C:42](=[CH:43][CH:44]=[C:45]([O:54][C@H:55]3[CH2:56][CH2:57][C@H:58]([C:61]([CH3:64])([CH3:63])[CH3:62])[CH2:59][CH2:60]3)[C:46]=2[C:50]([F:51])([F:52])[F:53])[N:41]=1)([CH3:39])[CH2:37][OH:36]. The yield is 0.520.